Dataset: Forward reaction prediction with 1.9M reactions from USPTO patents (1976-2016). Task: Predict the product of the given reaction. Given the reactants [C:1]([O:4][CH2:5][C:6]([OH:8])=O)(=[O:3])[CH3:2].[NH2:9][CH2:10][CH:11]([OH:13])[CH3:12].O.OC1C2N=NNC=2C=CC=1.Cl.C(N=C=NCCCN(C)C)C, predict the reaction product. The product is: [C:1]([O:4][CH2:5][C:6](=[O:8])[NH:9][CH2:10][CH:11]([OH:13])[CH3:12])(=[O:3])[CH3:2].